Dataset: hERG channel blocking data for cardiac toxicity assessment. Task: Regression/Classification. Given a drug SMILES string, predict its toxicity properties. Task type varies by dataset: regression for continuous values (e.g., LD50, hERG inhibition percentage) or binary classification for toxic/non-toxic outcomes (e.g., AMES mutagenicity, cardiotoxicity, hepatotoxicity). Dataset: herg. (1) The drug is COc1cc(N)c(Cl)cc1C(=O)N[C@@H]1CCN(CCCOc2ccc(F)cc2)C[C@@H]1OC. The result is 1 (blocker). (2) The molecule is O=C(NC1CCN(Cc2ccc3c(c2)OCO3)CC1)c1cc(=O)c2cc(Cl)c(Cl)cc2o1. The result is 1 (blocker). (3) The molecule is CC(C)(C(=O)O)c1ccc([C@H](O)CCCN2CCC(C(O)(c3ccccc3)c3ccccc3)CC2)cc1. The result is 1 (blocker). (4) The molecule is c1ccc(-c2[nH]c3ccccc3c2C2CCN(c3ccccc3)CC2)cc1. The result is 1 (blocker). (5) The drug is C[NH2+]CCCN1c2ccccc2CCc2ccccc21. The result is 1 (blocker). (6) The molecule is COc1ccccc1OCCNC[C@@H](O)COc1cccc2[nH]c3ccccc3c12. The result is 1 (blocker). (7) The drug is Cc1cccc(C)c1NC(=O)C[NH+]1CC[NH+](CCCC(c2ccc(F)cc2)c2ccc(F)cc2)CC1. The result is 1 (blocker).